The task is: Predict the reaction yield, written as a fraction of the theoretical maximum amount of product (1.0 means a 100% yield; for example, 0.34 means a 34% yield).. This data is from Reaction yield outcomes from USPTO patents with 853,638 reactions. (1) The reactants are [Br:1][C:2]1[CH:3]=[C:4]2[C:10]([C:11]([N:13]([O:15][CH3:16])[CH3:14])=[O:12])=[N:9][NH:8][C:5]2=[N:6][CH:7]=1.[O:17]1[CH:22]=[CH:21][CH2:20][CH2:19][CH2:18]1.CC1C=CC(S([O-])(=O)=O)=CC=1.C1C=C[NH+]=CC=1. The catalyst is C(Cl)Cl. The product is [Br:1][C:2]1[CH:3]=[C:4]2[C:10]([C:11]([N:13]([O:15][CH3:16])[CH3:14])=[O:12])=[N:9][N:8]([CH:18]3[CH2:19][CH2:20][CH2:21][CH2:22][O:17]3)[C:5]2=[N:6][CH:7]=1. The yield is 0.930. (2) The reactants are [C:1]([C:3]1[CH:4]=[C:5]([CH:9]=[CH:10][CH:11]=1)[C:6]([OH:8])=O)#[CH:2].[CH3:12][N:13]1[C:17]([NH2:18])=[CH:16][C:15]([CH3:19])=[N:14]1.F[P-](F)(F)(F)(F)F.N1(O[P+](N(C)C)(N(C)C)N(C)C)C2C=CC=CC=2N=N1.CCN(C(C)C)C(C)C. The catalyst is CN(C=O)C.CCOC(C)=O. The product is [CH3:12][N:13]1[C:17]([NH:18][C:6](=[O:8])[C:5]2[CH:9]=[CH:10][CH:11]=[C:3]([C:1]#[CH:2])[CH:4]=2)=[CH:16][C:15]([CH3:19])=[N:14]1. The yield is 0.780. (3) The reactants are [CH2:1]([O:8][C:9]1[CH:14]=[CH:13][C:12]([C@H:15]2[N:18]([C:19]3[CH:24]=[CH:23][C:22]([F:25])=[CH:21][CH:20]=3)[C:17](=[O:26])[C@@H:16]2[CH2:27][CH2:28][C:29]([C:31]2[CH:36]=[CH:35][C:34]([F:37])=[CH:33][CH:32]=2)=[O:30])=[CH:11][CH:10]=1)[C:2]1[CH:7]=[CH:6][CH:5]=[CH:4][CH:3]=1.CB1N2CCC[C@@H]2C(C2C=CC=CC=2)(C2C=CC=CC=2)O1.B.CSC.Cl. The catalyst is O1CCCC1.CO. The product is [CH2:1]([O:8][C:9]1[CH:10]=[CH:11][C:12]([C@H:15]2[N:18]([C:19]3[CH:24]=[CH:23][C:22]([F:25])=[CH:21][CH:20]=3)[C:17](=[O:26])[C@@H:16]2[CH2:27][CH2:28][C@@H:29]([C:31]2[CH:36]=[CH:35][C:34]([F:37])=[CH:33][CH:32]=2)[OH:30])=[CH:13][CH:14]=1)[C:2]1[CH:3]=[CH:4][CH:5]=[CH:6][CH:7]=1. The yield is 0.663. (4) The reactants are Cl[C:2]1[CH:3]=[C:4]([C:11]([CH3:24])([CH3:23])[C:12]([N:14]([CH2:19][CH:20]([CH3:22])[CH3:21])[CH2:15][CH:16]([CH3:18])[CH3:17])=[O:13])[CH:5]=[CH:6][C:7]=1[N+:8]([O-:10])=[O:9].[CH3:25][N:26]([CH3:31])[CH2:27][CH2:28][CH2:29][NH2:30].C(=O)([O-])[O-].[K+].[K+]. The catalyst is CN(C=O)C.C(OCC)(=O)C.O. The product is [CH3:25][N:26]([CH3:31])[CH2:27][CH2:28][CH2:29][NH:30][C:2]1[CH:3]=[C:4]([C:11]([CH3:24])([CH3:23])[C:12]([N:14]([CH2:19][CH:20]([CH3:22])[CH3:21])[CH2:15][CH:16]([CH3:18])[CH3:17])=[O:13])[CH:5]=[CH:6][C:7]=1[N+:8]([O-:10])=[O:9]. The yield is 0.480. (5) The reactants are [CH2:1]([C:5]1[CH:6]=[CH:7][C:8]2[O:12][C:11](B(O)O)=[CH:10][C:9]=2[CH:16]=1)[CH:2]([CH3:4])[CH3:3].Br[C:18]1[CH:25]=[CH:24][C:21]([CH:22]=[O:23])=[CH:20][CH:19]=1.C(N(CC)CC)C. The catalyst is C(O)C.C1C=CC(P(C2C=CC=CC=2)C2C=CC=CC=2)=CC=1.C1C=CC(P(C2C=CC=CC=2)C2C=CC=CC=2)=CC=1.Cl[Pd]Cl. The product is [CH2:1]([C:5]1[CH:6]=[CH:7][C:8]2[O:12][C:11]([C:18]3[CH:25]=[CH:24][C:21]([CH:22]=[O:23])=[CH:20][CH:19]=3)=[CH:10][C:9]=2[CH:16]=1)[CH:2]([CH3:4])[CH3:3]. The yield is 0.650.